Task: Regression. Given a peptide amino acid sequence and an MHC pseudo amino acid sequence, predict their binding affinity value. This is MHC class I binding data.. Dataset: Peptide-MHC class I binding affinity with 185,985 pairs from IEDB/IMGT The peptide sequence is LYDYKENRF. The MHC is HLA-B07:02 with pseudo-sequence HLA-B07:02. The binding affinity (normalized) is 0.0847.